From a dataset of Full USPTO retrosynthesis dataset with 1.9M reactions from patents (1976-2016). Predict the reactants needed to synthesize the given product. (1) Given the product [C:15]([CH:10]1[CH2:9][CH2:8][C:7]2=[N:6][C:5]3[S:4][C:3]4[C:19](=[O:20])[NH:21][N:22]=[N:1][C:2]=4[C:14]=3[CH:13]=[C:12]2[CH2:11]1)([CH3:18])([CH3:16])[CH3:17], predict the reactants needed to synthesize it. The reactants are: [NH2:1][C:2]1[C:14]2[C:5](=[N:6][C:7]3[CH2:8][CH2:9][CH:10]([C:15]([CH3:18])([CH3:17])[CH3:16])[CH2:11][C:12]=3[CH:13]=2)[S:4][C:3]=1[C:19]([NH2:21])=[O:20].[N:22]([O-])=O.[Na+].O. (2) Given the product [CH3:23][S:24]([O:15][CH2:14][CH2:13][N:8]1[CH:7]=[C:6]2[C:10]([CH:11]=[CH:12][C:4]([N+:1]([O-:3])=[O:2])=[CH:5]2)=[N:9]1)(=[O:26])=[O:25], predict the reactants needed to synthesize it. The reactants are: [N+:1]([C:4]1[CH:12]=[CH:11][C:10]2[C:6](=[CH:7][N:8]([CH2:13][CH2:14][OH:15])[N:9]=2)[CH:5]=1)([O-:3])=[O:2].C(N(CC)CC)C.[CH3:23][S:24](Cl)(=[O:26])=[O:25]. (3) Given the product [CH3:18][N:1]1[CH:5]=[CH:4][N:3]=[C:2]1[N:6]1[C:14]2[C:9](=[CH:10][C:11]([N+:15]([O-:17])=[O:16])=[CH:12][CH:13]=2)[CH2:8][CH2:7]1, predict the reactants needed to synthesize it. The reactants are: [NH:1]1[CH:5]=[CH:4][N:3]=[C:2]1[N:6]1[C:14]2[C:9](=[CH:10][C:11]([N+:15]([O-:17])=[O:16])=[CH:12][CH:13]=2)[CH2:8][CH2:7]1.[C:18](=O)([O-])[O-].[K+].[K+].CI.Cl. (4) Given the product [CH2:56]([C:39]1[CH:38]=[CH:37][C:36]([NH:35][CH2:33][C@H:9]2[C@@H:10]([S:13][C:14]([C:21]3[CH:26]=[CH:25][CH:24]=[CH:23][CH:22]=3)([C:15]3[CH:16]=[CH:17][CH:18]=[CH:19][CH:20]=3)[C:27]3[CH:32]=[CH:31][CH:30]=[CH:29][CH:28]=3)[CH2:11][CH2:12][NH:8]2)=[CH:55][C:40]=1[C:41]([NH:43][C@@H:44]([CH2:51][CH2:52][S:53][CH3:54])[C:45]([O:47][CH:48]([CH3:50])[CH3:49])=[O:46])=[O:42])[C:57]1[CH:58]=[CH:59][CH:60]=[CH:61][CH:62]=1, predict the reactants needed to synthesize it. The reactants are: C([N:8]1[CH2:12][CH2:11][C@H:10]([S:13][C:14]([C:27]2[CH:32]=[CH:31][CH:30]=[CH:29][CH:28]=2)([C:21]2[CH:26]=[CH:25][CH:24]=[CH:23][CH:22]=2)[C:15]2[CH:20]=[CH:19][CH:18]=[CH:17][CH:16]=2)[C@@H:9]1[CH:33]=O)(OC(C)(C)C)=O.[NH2:35][C:36]1[CH:37]=[CH:38][C:39]([CH2:56][C:57]2[CH:62]=[CH:61][CH:60]=[CH:59][CH:58]=2)=[C:40]([CH:55]=1)[C:41]([NH:43][C@@H:44]([CH2:51][CH2:52][S:53][CH3:54])[C:45]([O:47][CH:48]([CH3:50])[CH3:49])=[O:46])=[O:42].C(O)(=O)C.C([BH3-])#N.[Na+]. (5) Given the product [CH2:27]([O:34][CH2:35][CH:36]([CH:37]([C:38]([O:40][CH3:41])=[O:39])[C:42]([O:44][CH3:45])=[O:43])[CH:8]([C:5]1[CH:6]=[CH:7][C:2]([F:1])=[CH:3][CH:4]=1)[C:9](=[O:10])[N:11]1[CH2:12][CH2:13][CH2:14][CH2:15][CH2:16]1)[C:28]1[CH:29]=[CH:30][CH:31]=[CH:32][CH:33]=1, predict the reactants needed to synthesize it. The reactants are: [F:1][C:2]1[CH:7]=[CH:6][C:5]([CH2:8][C:9]([N:11]2[CH2:16][CH2:15][CH2:14][CH2:13][CH2:12]2)=[O:10])=[CH:4][CH:3]=1.[Li+].C[Si]([N-][Si](C)(C)C)(C)C.[CH2:27]([O:34][CH2:35][CH:36]=[C:37]([C:42]([O:44][CH3:45])=[O:43])[C:38]([O:40][CH3:41])=[O:39])[C:28]1[CH:33]=[CH:32][CH:31]=[CH:30][CH:29]=1.